From a dataset of Reaction yield outcomes from USPTO patents with 853,638 reactions. Predict the reaction yield, written as a fraction of the theoretical maximum amount of product (1.0 means a 100% yield; for example, 0.34 means a 34% yield). (1) The reactants are [F:1][C:2]([F:27])([F:26])[C:3]1[CH:8]=[CH:7][N:6]2[CH:9]=[C:10]([CH2:12][C@@H:13]3[CH2:18][CH2:17][CH2:16][CH2:15][N:14]3C(OC(C)(C)C)=O)[N:11]=[C:5]2[CH:4]=1. The catalyst is C(Cl)Cl.C(O)(C(F)(F)F)=O. The product is [NH:14]1[CH2:15][CH2:16][CH2:17][CH2:18][C@H:13]1[CH2:12][C:10]1[N:11]=[C:5]2[CH:4]=[C:3]([C:2]([F:1])([F:26])[F:27])[CH:8]=[CH:7][N:6]2[CH:9]=1. The yield is 0.950. (2) The reactants are [OH:1][C:2]1[CH:7]=[CH:6][C:5]([C:8](=[O:28])[CH2:9][NH:10][C:11]([C@@:13]2([CH3:27])[CH2:17][O:16][C:15]([CH3:19])([CH3:18])[N:14]2[C:20]([O:22][C:23]([CH3:26])([CH3:25])[CH3:24])=[O:21])=[O:12])=[CH:4][C:3]=1[C:29]([F:32])([F:31])[F:30].[F:33][C:34]([F:48])([F:47])[C:35]1[CH:40]=[CH:39][C:38]([CH2:41][CH2:42][CH2:43][CH2:44][CH2:45]O)=[CH:37][CH:36]=1. The catalyst is C(#N)C.O. The product is [CH3:18][C:15]1([CH3:19])[N:14]([C:20]([O:22][C:23]([CH3:24])([CH3:25])[CH3:26])=[O:21])[C@@:13]([CH3:27])([C:11](=[O:12])[NH:10][CH2:9][C:8](=[O:28])[C:5]2[CH:6]=[CH:7][C:2]([O:1][CH2:45][CH2:44][CH2:43][CH2:42][CH2:41][C:38]3[CH:37]=[CH:36][C:35]([C:34]([F:33])([F:47])[F:48])=[CH:40][CH:39]=3)=[C:3]([C:29]([F:31])([F:32])[F:30])[CH:4]=2)[CH2:17][O:16]1. The yield is 0.310. (3) The reactants are [Br:1][C:2]1[CH:7]=[CH:6][C:5]([NH:8][C:9]2[C:10]([C:24]([OH:26])=O)=[CH:11][C:12]3[N:16]([CH2:17][CH2:18][CH2:19][CH:20]=[CH2:21])[CH:15]=[N:14][C:13]=3[C:22]=2[F:23])=[C:4]([CH3:27])[CH:3]=1.CCN(C(C)C)C(C)C.C1CN([P+](ON2N=NC3C=[CH:58][CH:59]=[CH:60][C:55]2=3)(N2CCCC2)N2CCCC2)CC1.F[P-](F)(F)(F)(F)F.Cl.C1([N:74](C)[OH:75])CC1. The catalyst is C1COCC1.C(Cl)Cl.C(OCC)(=O)C. The product is [CH:59]1([CH2:58][O:75][NH:74][C:24]([C:10]2[C:9]([NH:8][C:5]3[CH:6]=[CH:7][C:2]([Br:1])=[CH:3][C:4]=3[CH3:27])=[C:22]([F:23])[C:13]3[N:14]=[CH:15][N:16]([CH2:17][CH2:18][CH2:19][CH:20]=[CH2:21])[C:12]=3[CH:11]=2)=[O:26])[CH2:60][CH2:55]1. The yield is 0.700. (4) The reactants are C(OC([NH:8][C@@H:9]([CH3:16])/[CH:10]=[CH:11]/[C:12]([O:14][CH3:15])=[O:13])=O)(C)(C)C.[ClH:17]. The catalyst is O1CCOCC1. The product is [ClH:17].[NH2:8][C@@H:9]([CH3:16])/[CH:10]=[CH:11]/[C:12]([O:14][CH3:15])=[O:13]. The yield is 0.980. (5) The reactants are [F:1][C:2]1[CH:11]=[C:10]([C:12]2[C:13]([CH3:49])([CH3:48])[C@H:14]3[C@:27]([CH3:30])([CH2:28][CH:29]=2)[C@@H:26]2[C@:17]([CH3:47])([C@@:18]4([CH3:46])[C@H:23]([CH2:24][CH2:25]2)[C@H:22]2[C@H:31]([C:34]([CH3:36])=[CH2:35])[CH2:32][CH2:33][C@:21]2([NH:37][CH2:38][CH2:39][N:40]2[CH2:44][CH2:43][CH2:42][C:41]2=[O:45])[CH2:20][CH2:19]4)[CH2:16][CH2:15]3)[CH:9]=[CH:8][C:3]=1[C:4]([O:6]C)=[O:5].[OH-].[Na+]. The catalyst is O1CCOCC1. The product is [F:1][C:2]1[CH:11]=[C:10]([C:12]2[C:13]([CH3:49])([CH3:48])[C@H:14]3[C@:27]([CH3:30])([CH2:28][CH:29]=2)[C@@H:26]2[C@:17]([CH3:47])([C@@:18]4([CH3:46])[C@H:23]([CH2:24][CH2:25]2)[C@H:22]2[C@H:31]([C:34]([CH3:36])=[CH2:35])[CH2:32][CH2:33][C@:21]2([NH:37][CH2:38][CH2:39][N:40]2[CH2:44][CH2:43][CH2:42][C:41]2=[O:45])[CH2:20][CH2:19]4)[CH2:16][CH2:15]3)[CH:9]=[CH:8][C:3]=1[C:4]([OH:6])=[O:5]. The yield is 0.422.